Dataset: Peptide-MHC class II binding affinity with 134,281 pairs from IEDB. Task: Regression. Given a peptide amino acid sequence and an MHC pseudo amino acid sequence, predict their binding affinity value. This is MHC class II binding data. (1) The peptide sequence is LKRNMLSYDQLLDSS. The MHC is DRB1_0101 with pseudo-sequence DRB1_0101. The binding affinity (normalized) is 0.712. (2) The peptide sequence is FVVTGRVYCDPCRAG. The MHC is HLA-DQA10301-DQB10302 with pseudo-sequence HLA-DQA10301-DQB10302. The binding affinity (normalized) is 0.0776.